Dataset: Reaction yield outcomes from USPTO patents with 853,638 reactions. Task: Predict the reaction yield, written as a fraction of the theoretical maximum amount of product (1.0 means a 100% yield; for example, 0.34 means a 34% yield). The product is [CH3:24][C:18]1[CH:19]=[C:20]([CH3:23])[CH:21]=[CH:22][C:17]=1[N:8]([C:5]1[CH:6]=[CH:7][C:2]([B:25]2[O:29][C:28]([CH3:31])([CH3:30])[C:27]([CH3:33])([CH3:32])[O:26]2)=[CH:3][CH:4]=1)[C:9]1[CH:14]=[CH:13][C:12]([CH3:15])=[CH:11][C:10]=1[CH3:16]. The reactants are Br[C:2]1[CH:7]=[CH:6][C:5]([N:8]([C:17]2[CH:22]=[CH:21][C:20]([CH3:23])=[CH:19][C:18]=2[CH3:24])[C:9]2[CH:14]=[CH:13][C:12]([CH3:15])=[CH:11][C:10]=2[CH3:16])=[CH:4][CH:3]=1.[B:25]1([B:25]2[O:29][C:28]([CH3:31])([CH3:30])[C:27]([CH3:33])([CH3:32])[O:26]2)[O:29][C:28]([CH3:31])([CH3:30])[C:27]([CH3:33])([CH3:32])[O:26]1.CC([O-])=O.[K+].C1(P(C2C=CC=CC=2)C2C=CC=CC=2OC2C=CC=CC=2P(C2C=CC=CC=2)C2C=CC=CC=2)C=CC=CC=1. The yield is 0.830. The catalyst is O1CCOCC1.CC([O-])=O.CC([O-])=O.[Pd+2].